This data is from Full USPTO retrosynthesis dataset with 1.9M reactions from patents (1976-2016). The task is: Predict the reactants needed to synthesize the given product. (1) Given the product [CH2:16]1[O:17][C:8]2[C:9](=[CH:10][C:11]([N+:12]([O-:14])=[O:13])=[C:6]([CH:4]([OH:5])[CH3:3])[CH:7]=2)[O:15]1, predict the reactants needed to synthesize it. The reactants are: [BH4-].[Na+].[CH3:3][C:4]([C:6]1[C:11]([N+:12]([O-:14])=[O:13])=[CH:10][C:9]2[O:15][CH2:16][O:17][C:8]=2[CH:7]=1)=[O:5].ClCl.[Cl-].[NH4+]. (2) Given the product [CH:27]1([NH:26][S:25]([C:22]2[CH:21]=[CH:20][C:19]([C:16]3[C:15]4[C:10](=[CH:11][CH:12]=[C:13]([F:35])[CH:14]=4)[CH:9]=[C:8]([CH2:7][C:6]([OH:36])=[O:5])[C:17]=3[CH3:18])=[CH:24][CH:23]=2)(=[O:34])=[O:33])[CH2:28][CH2:29][CH2:30][CH2:31][CH2:32]1, predict the reactants needed to synthesize it. The reactants are: O.[OH-].[Li+].C[O:5][C:6](=[O:36])[CH2:7][C:8]1[C:17]([CH3:18])=[C:16]([C:19]2[CH:24]=[CH:23][C:22]([S:25](=[O:34])(=[O:33])[NH:26][CH:27]3[CH2:32][CH2:31][CH2:30][CH2:29][CH2:28]3)=[CH:21][CH:20]=2)[C:15]2[C:10](=[CH:11][CH:12]=[C:13]([F:35])[CH:14]=2)[CH:9]=1.C1COCC1.O. (3) Given the product [NH2:7][C:8]1[N:9]([CH3:26])[C:10](=[O:25])[C:11]([CH3:23])([CH3:24])[C@:12]([C:15]2[CH:20]=[C:19]([NH:21][C:30](=[O:31])[C:29]([F:28])([O:37][CH3:38])[C:33]([F:36])([F:35])[F:34])[CH:18]=[CH:17][C:16]=2[F:22])([CH3:14])[N:13]=1, predict the reactants needed to synthesize it. The reactants are: C(OC(=O)[NH:7][C:8]1[N:9]([CH3:26])[C:10](=[O:25])[C:11]([CH3:24])([CH3:23])[C@:12]([C:15]2[CH:20]=[C:19]([NH2:21])[CH:18]=[CH:17][C:16]=2[F:22])([CH3:14])[N:13]=1)(C)(C)C.[F:28][C:29]([O:37][CH3:38])([C:33]([F:36])([F:35])[F:34])[C:30](O)=[O:31]. (4) Given the product [Br:18][CH2:15][C:13]1[CH:12]=[C:7]([CH:6]=[C:5]([C:1]([CH3:4])([CH3:3])[CH3:2])[CH:14]=1)[C:8]([O:10][CH3:11])=[O:9], predict the reactants needed to synthesize it. The reactants are: [C:1]([C:5]1[CH:6]=[C:7]([CH:12]=[C:13]([CH2:15]O)[CH:14]=1)[C:8]([O:10][CH3:11])=[O:9])([CH3:4])([CH3:3])[CH3:2].C(Br)(Br)(Br)[Br:18].C1(P(C2C=CC=CC=2)C2C=CC=CC=2)C=CC=CC=1. (5) Given the product [C:1]1([S:7]([C:10]2[CH:11]=[CH:12][C:13]([C:26]([F:28])([F:29])[F:27])=[C:14]([S:16]([NH:19][CH:20]3[CH2:25][CH2:24][N:23]([CH2:31][C:32]#[N:33])[CH2:22][CH2:21]3)(=[O:18])=[O:17])[CH:15]=2)(=[O:9])=[O:8])[CH:2]=[CH:3][CH:4]=[CH:5][CH:6]=1, predict the reactants needed to synthesize it. The reactants are: [C:1]1([S:7]([C:10]2[CH:11]=[CH:12][C:13]([C:26]([F:29])([F:28])[F:27])=[C:14]([S:16]([NH:19][CH:20]3[CH2:25][CH2:24][NH:23][CH2:22][CH2:21]3)(=[O:18])=[O:17])[CH:15]=2)(=[O:9])=[O:8])[CH:6]=[CH:5][CH:4]=[CH:3][CH:2]=1.Br[CH2:31][C:32]#[N:33].C(N(CC)CC)C.